From a dataset of Reaction yield outcomes from USPTO patents with 853,638 reactions. Predict the reaction yield, written as a fraction of the theoretical maximum amount of product (1.0 means a 100% yield; for example, 0.34 means a 34% yield). (1) The reactants are CC1(C)C(C)(C)OB([C:9]2[CH2:14][CH2:13][CH2:12][C:11](=[O:15])[CH:10]=2)O1.Cl[C:18]1[CH:23]=[CH:22][N:21]=[CH:20][C:19]=1[N+:24]([O-:26])=[O:25].C([O-])([O-])=O.[Na+].[Na+]. The catalyst is O1CCOCC1.C1C=CC([P]([Pd]([P](C2C=CC=CC=2)(C2C=CC=CC=2)C2C=CC=CC=2)([P](C2C=CC=CC=2)(C2C=CC=CC=2)C2C=CC=CC=2)[P](C2C=CC=CC=2)(C2C=CC=CC=2)C2C=CC=CC=2)(C2C=CC=CC=2)C2C=CC=CC=2)=CC=1. The product is [N+:24]([C:19]1[CH:20]=[N:21][CH:22]=[CH:23][C:18]=1[C:9]1[CH2:14][CH2:13][CH2:12][C:11](=[O:15])[CH:10]=1)([O-:26])=[O:25]. The yield is 0.870. (2) The reactants are [Br:1][C:2]1[CH:11]=[CH:10][CH:9]=[C:8]2[C:3]=1[CH:4]=[CH:5][N:6]=[C:7]2Cl.[NH3:13].CO. No catalyst specified. The product is [NH2:13][C:7]1[C:8]2[C:3](=[C:2]([Br:1])[CH:11]=[CH:10][CH:9]=2)[CH:4]=[CH:5][N:6]=1. The yield is 0.850. (3) The reactants are ClC(OCC)=O.[CH2:7]([O:14][C:15]1[CH:20]=[CH:19][C:18]([C@@H:21]2[CH2:23][C@H:22]2[C:24]([OH:26])=O)=[CH:17][CH:16]=1)[C:8]1[CH:13]=[CH:12][CH:11]=[CH:10][CH:9]=1.C(N(CC)CC)C.[N-:34]=[N+:35]=[N-:36].[Na+]. The catalyst is CC(C)=O.O. The product is [CH2:7]([O:14][C:15]1[CH:20]=[CH:19][C:18]([C@@H:21]2[CH2:23][C@H:22]2[C:24]([N:34]=[N+:35]=[N-:36])=[O:26])=[CH:17][CH:16]=1)[C:8]1[CH:13]=[CH:12][CH:11]=[CH:10][CH:9]=1. The yield is 0.859. (4) The reactants are [Li+].[BH4-].[Cl:3][C:4]1[CH:13]=[C:12]([N+:14]([O-:16])=[O:15])[C:11]([O:17][CH3:18])=[CH:10][C:5]=1[C:6](OC)=[O:7].CCOC(C)=O.[NH4+].[Cl-]. The catalyst is C1COCC1. The product is [Cl:3][C:4]1[CH:13]=[C:12]([N+:14]([O-:16])=[O:15])[C:11]([O:17][CH3:18])=[CH:10][C:5]=1[CH2:6][OH:7]. The yield is 0.890.